From a dataset of Experimentally validated miRNA-target interactions with 360,000+ pairs, plus equal number of negative samples. Binary Classification. Given a miRNA mature sequence and a target amino acid sequence, predict their likelihood of interaction. (1) The miRNA is hsa-miR-6778-3p with sequence UGCCUCCCUGACAUUCCACAG. The protein sequence of the target gene is MAAIYGGVEGGGTRSEVLLVSEDGKILAEADGLSTNHWLIGTDKCVERINEMVNRAKRKAGVDPLVPLRSLGLSLSGGDQEDAGRILIEELRDRFPYLSESYLITTDAAGSIATATPDGGVVLISGTGSNCRLINPDGSESGCGGWGHMMGDEGSAYWIAHQAVKIVFDSIDNLEAAPHDIGYVKQAMFHYFQVPDRLGILTHLYRDFDKCRFAGFCRKIAEGAQQGDPLSRYIFRKAGEMLGRHIVAVLPEIDPVLFQGKIGLPILCVGSVWKSWELLKEGFLLALTQGREIQAQNFFS.... Result: 1 (interaction). (2) The miRNA is cel-miR-1829a-3p with sequence CAACCAUUGGAAUUUCUCUAUU. The protein sequence of the target gene is MSSGLRAADFPRWKRHIAEELRRRDRLQRQAFEEIILQYTKLLEKSDLHSVLTQKLQAEKHDMPNRHEISPGHDGAWNDSQLQEMAQLRIKHQEELTELHKKRGELAQLVIDLNNQMQQKDKEIQMNEAKISEYLQTISDLETNCLDLRTKLQDLEVANQTLKDEYDALQITFTALEEKLRKTTEENQELVTRWMAEKAQEANRLNAENEKDSRRRQARLQKELAEAAKEPLPVEQDDDIEVIVDETSDHTEETSPVRAVSRAATKRLSQPAGGLLDSITNIFGRRSVSSIPVPQDIMDT.... Result: 0 (no interaction). (3) The miRNA is mmu-miR-759 with sequence GCAGAGUGCAAACAAUUUUGAC. The protein sequence of the target gene is MGMSKSRGCFGYPLSIFFIVVNEFCERFSYYGMRALLVLYFRNFLGWDDNLSTAIYHTFVALCYLTPILGALIADSWLGKFKTIVSLSIVYTIGQAVISVSSINDLTDHDHNGSPDSLPVHVALSMVGLALIALGTGGIKPCVSAFGGDQFEEGQEKQRNRFFSIFYLAINGGSLLSTIITPILRVQQCGIHSQQACYPLAFGVPAALMAVALIVFVLGSGMYKKFQPQGNIMGKVAKCIGFAIKNRFRHRSKAYPKREHWLDWAKEKYDERLISQIKMVTKVMFLYIPLPMFWALFDQQ.... Result: 1 (interaction). (4) The miRNA is hsa-miR-5586-3p with sequence CAGAGUGACAAGCUGGUUAAAG. The protein sequence of the target gene is MAEPGHSHHLSARVRGRTERRIPRLWRLLLWAGTAFQVTQGTGPELHACKESEYHYEYTACDSTGSRWRVAVPHTPGLCTSLPDPIKGTECSFSCNAGEFLDMKDQSCKPCAEGRYSLGTGIRFDEWDELPHGFASLSANMELDDSAAESTGNCTSSKWVPRGDYIASNTDECTATLMYAVNLKQSGTVNFEYYYPDSSIIFEFFVQNDQCQPNADDSRWMKTTEKGWEFHSVELNRGNNVLYWRTTAFSVWTKVPKPVLVRNIAITGVAYTSECFPCKPGTYADKQGSSFCKLCPANSY.... Result: 1 (interaction). (5) The miRNA is hsa-miR-548x-5p with sequence UGCAAAAGUAAUUGCAGUUUUUG. The protein sequence of the target gene is MSDTKVKVAVRVRPMNRRELELNTKCVVEMEGNQTVLHPPPSNTKQGERKPPKVFAFDYCFWSMDESNTTKYAGQEVVFKCLGEGILEKAFQGYNACIFAYGQTGSGKSFSMMGHAEQLGLIPRLCCALFKRISLEQNESQTFKVEVSYMEIYNEKVRDLLDPKGSRQSLKVREHKVLGPYVDGLSQLAVTSFEDIESLMSEGNKSRTVAATNMNEESSRSHAVFNIIITQTLYDLQSGNSGEKVSKVSLVDLAGSERVSKTGAAGERLKEGSNINKSLTTLGLVISSLADQAAGKGKSK.... Result: 1 (interaction). (6) The miRNA is hsa-miR-3929 with sequence GAGGCUGAUGUGAGUAGACCACU. The protein sequence of the target gene is MLQKPKSVKLRALRSPRKFGVAGRSCQEVLRKGCLRFQLPERGSRLCLYEDGTELTEDYFPSVPDNAELVLLTLGQAWQGYVSDIRRFLSAFHEPQVGLIQAAQQLLCDEQAPQRQRLLADLLHNVSQNIAAETRAEDPPWFEGLESRFQSKSGYLRYSCESRIRSYLREVSSYPSTVGAEAQEEFLRVLGSMCQRLRSMQYNGSYFDRGAKGGSRLCTPEGWFSCQGPFDMDSCLSRHSINPYSNRESRILFSTWNLDHIIEKKRTIIPTLVEAIKEQDGREVDWEYFYGLLFTSENLK.... Result: 1 (interaction).